This data is from Reaction yield outcomes from USPTO patents with 853,638 reactions. The task is: Predict the reaction yield, written as a fraction of the theoretical maximum amount of product (1.0 means a 100% yield; for example, 0.34 means a 34% yield). (1) The reactants are C(O[C:4]([C:6]1[S:10][C:9]([O:11][CH2:12][C:13]2[C:14]([C:19]3[CH:24]=[CH:23][CH:22]=[CH:21][CH:20]=3)=[N:15][O:16][C:17]=2[CH3:18])=[N:8][CH:7]=1)=[O:5])C.[NH2:25][CH:26]([CH3:29])[CH2:27][OH:28]. No catalyst specified. The product is [OH:28][CH2:27][CH:26]([NH:25][C:4]([C:6]1[S:10][C:9]([O:11][CH2:12][C:13]2[C:14]([C:19]3[CH:20]=[CH:21][CH:22]=[CH:23][CH:24]=3)=[N:15][O:16][C:17]=2[CH3:18])=[N:8][CH:7]=1)=[O:5])[CH3:29]. The yield is 0.430. (2) The yield is 0.420. The catalyst is CO.[Fe]. The reactants are [CH2:1]([O:8][C:9]1[CH:14]=[CH:13][C:12]([S:15][C:16]2[CH:21]=[CH:20][C:19]([N+:22]([O-])=O)=[CH:18][C:17]=2[NH:25][C:26]2[C:27]3[CH:35]=[CH:34][C:33]([CH3:36])=[N:32][C:28]=3[N:29]=[CH:30][N:31]=2)=[CH:11][CH:10]=1)[C:2]1[CH:7]=[CH:6][CH:5]=[CH:4][CH:3]=1.[Cl-].[NH4+].O1CCCC1.O. The product is [CH2:1]([O:8][C:9]1[CH:10]=[CH:11][C:12]([S:15][C:16]2[CH:21]=[CH:20][C:19]([NH2:22])=[CH:18][C:17]=2[NH:25][C:26]2[C:27]3[CH:35]=[CH:34][C:33]([CH3:36])=[N:32][C:28]=3[N:29]=[CH:30][N:31]=2)=[CH:13][CH:14]=1)[C:2]1[CH:3]=[CH:4][CH:5]=[CH:6][CH:7]=1. (3) The product is [Br:1][C:2]1[CH:7]=[CH:6][C:5]([S:8]([NH2:13])(=[O:10])=[O:9])=[C:4]([CH3:12])[CH:3]=1. The yield is 0.940. The catalyst is O1CCOCC1. The reactants are [Br:1][C:2]1[CH:7]=[CH:6][C:5]([S:8](Cl)(=[O:10])=[O:9])=[C:4]([CH3:12])[CH:3]=1.[NH4+:13].[OH-]. (4) The reactants are [OH-].[Na+].[F:3][C:4]1[CH:5]=[C:6]([C@@H:11]2[CH2:13][C@H:12]2[C:14]([O:16]CC)=[O:15])[CH:7]=[CH:8][C:9]=1[F:10]. The catalyst is CO. The product is [F:3][C:4]1[CH:5]=[C:6]([C@@H:11]2[CH2:13][C@H:12]2[C:14]([OH:16])=[O:15])[CH:7]=[CH:8][C:9]=1[F:10]. The yield is 0.980. (5) The reactants are [CH2:1]([N:3]([CH2:37][CH3:38])[CH2:4][CH2:5][CH2:6][NH:7][C:8]1[N:9]=[C:10]([C:27]2[CH:28]=[C:29]([CH:33]=[CH:34][C:35]=2[CH3:36])[C:30]([OH:32])=O)[C:11]2[CH:17]=[CH:16][C:15](=[O:18])[N:14]([C:19]3[C:24]([F:25])=[CH:23][CH:22]=[CH:21][C:20]=3[F:26])[C:12]=2[N:13]=1)[CH3:2].CN(C(ON1N=NC2C=CC=CC1=2)=[N+](C)C)C.F[P-](F)(F)(F)(F)F.[C:63]([NH2:67])([CH3:66])([CH3:65])[CH3:64]. The catalyst is C(Cl)Cl. The product is [CH2:37]([N:3]([CH2:1][CH3:2])[CH2:4][CH2:5][CH2:6][NH:7][C:8]1[N:9]=[C:10]([C:27]2[CH:28]=[C:29]([CH:33]=[CH:34][C:35]=2[CH3:36])[C:30]([NH:67][C:63]([CH3:66])([CH3:65])[CH3:64])=[O:32])[C:11]2[CH:17]=[CH:16][C:15](=[O:18])[N:14]([C:19]3[C:20]([F:26])=[CH:21][CH:22]=[CH:23][C:24]=3[F:25])[C:12]=2[N:13]=1)[CH3:38]. The yield is 0.880. (6) The reactants are [C:1]1([CH3:21])[CH:6]=[CH:5][CH:4]=[C:3]([NH:7][C:8]([N:10]2[CH2:15][CH2:14][N:13](C(OCC)=O)[CH2:12][CH2:11]2)=[O:9])[CH:2]=1.I[Si](C)(C)C. The catalyst is ClCCl. The product is [C:1]1([CH3:21])[CH:6]=[CH:5][CH:4]=[C:3]([NH:7][C:8]([N:10]2[CH2:15][CH2:14][NH:13][CH2:12][CH2:11]2)=[O:9])[CH:2]=1. The yield is 1.00. (7) The reactants are [C:1]1([C:7]2[N:8]=[C:9]([CH:12]3[CH2:17][CH2:16][NH:15][CH2:14][CH2:13]3)[NH:10][CH:11]=2)[CH:6]=[CH:5][CH:4]=[CH:3][CH:2]=1.[ClH:18]. The catalyst is C(Cl)Cl. The product is [ClH:18].[C:1]1([C:7]2[N:8]=[C:9]([CH:12]3[CH2:17][CH2:16][NH:15][CH2:14][CH2:13]3)[NH:10][CH:11]=2)[CH:2]=[CH:3][CH:4]=[CH:5][CH:6]=1. The yield is 0.990.